From a dataset of Retrosynthesis with 50K atom-mapped reactions and 10 reaction types from USPTO. Predict the reactants needed to synthesize the given product. (1) Given the product NCCCCN(Cc1nc2c(F)cccc2[nH]1)C1CCCc2cccnc21, predict the reactants needed to synthesize it. The reactants are: O=C1c2ccccc2C(=O)N1CCCCN(Cc1nc2c(F)cccc2[nH]1)C1CCCc2cccnc21. (2) Given the product CCCCCCCCCc1cccc2c(=O)c(O)c(-c3cc(OC)c(OC)cc3OC)oc12, predict the reactants needed to synthesize it. The reactants are: CCCCCCC=CCc1cccc2c(=O)c(O)c(-c3cc(OC)c(OC)cc3OC)oc12. (3) Given the product NC1=NC2(CO1)c1cc(-c3cccnc3F)ccc1Oc1nc(F)ccc12, predict the reactants needed to synthesize it. The reactants are: NC1=NC2(CO1)c1cc(Br)ccc1Oc1nc(F)ccc12.OB(O)c1cccnc1F. (4) Given the product O=C1NCCc2cc(-c3ccc(F)cc3)sc21, predict the reactants needed to synthesize it. The reactants are: O=C1NCCc2cc(Br)sc21.OB(O)c1ccc(F)cc1. (5) Given the product COc1ccc(OC(C)CCOS(=O)(=O)c2ccc(C)cc2)c(C2Sc3cc(Cl)ccc3N2C(C)=O)c1, predict the reactants needed to synthesize it. The reactants are: COc1ccc(O)c(C2Sc3cc(Cl)ccc3N2C(C)=O)c1.Cc1ccc(S(=O)(=O)OCCC(C)O)cc1. (6) Given the product CCOC(=O)C[C@H]1O[C@H](c2cccc(OC)c2OC)c2cc(Cl)ccc2NC1=NNC(=O)COC, predict the reactants needed to synthesize it. The reactants are: CCOC(=O)C[C@H]1O[C@H](c2cccc(OC)c2OC)c2cc(Cl)ccc2NC1=NN.COCC(=O)Cl. (7) Given the product CN(c1ccccc1)C(C(=O)O[C@H]1CN2CCC1CC2)c1ccccc1, predict the reactants needed to synthesize it. The reactants are: CN(c1ccccc1)C(C(=O)O)c1ccccc1.O[C@H]1CN2CCC1CC2.